Dataset: Forward reaction prediction with 1.9M reactions from USPTO patents (1976-2016). Task: Predict the product of the given reaction. (1) Given the reactants [NH2:1][C:2]1[N:10]=[CH:9][C:8]([Cl:11])=[CH:7][C:3]=1[C:4]([NH2:6])=[O:5].Br[CH2:13][C:14]1[CH:21]=[C:20]([F:22])[CH:19]=[CH:18][C:15]=1[C:16]#[N:17], predict the reaction product. The product is: [ClH:11].[Cl:11][C:8]1[CH:7]=[C:3]([C:4]([NH2:6])=[O:5])[C:2](=[NH:1])[N:10]([CH2:13][C:14]2[CH:21]=[C:20]([F:22])[CH:19]=[CH:18][C:15]=2[C:16]#[N:17])[CH:9]=1. (2) Given the reactants [C:1]([O:5][C:6]([NH:8][C:9]1[S:10][C:11]([C:14](OCC)=[O:15])=[CH:12][N:13]=1)=[O:7])([CH3:4])([CH3:3])[CH3:2].[Li+].[B-](CC)(CC)CC, predict the reaction product. The product is: [OH:15][CH2:14][C:11]1[S:10][C:9]([NH:8][C:6](=[O:7])[O:5][C:1]([CH3:3])([CH3:2])[CH3:4])=[N:13][CH:12]=1. (3) Given the reactants O=[C:2]([CH2:8][C:9]([O:11][CH3:12])=[O:10])[CH2:3][C:4]([O:6][CH3:7])=[O:5].[S:13]1CC(O)S[CH2:15][CH:14]1O.[Li+].[Br-], predict the reaction product. The product is: [CH3:7][O:6][C:4](=[O:5])[CH2:3][C:2]1[S:13][CH:14]=[CH:15][C:8]=1[C:9]([O:11][CH3:12])=[O:10]. (4) Given the reactants Cl[C:2]1[C:3]2[CH2:16][CH2:15][CH2:14][C:4]=2[N:5]=[C:6]([C:8]2[S:9][C:10]([Cl:13])=[CH:11][CH:12]=2)[N:7]=1.[NH2:17][C:18]1[CH:23]=[CH:22][C:21]([CH2:24][C:25]([OH:27])=[O:26])=[CH:20][CH:19]=1.CC(O)=O.C(OCC)(=O)C, predict the reaction product. The product is: [Cl:13][C:10]1[S:9][C:8]([C:6]2[N:7]=[C:2]([NH:17][C:18]3[CH:19]=[CH:20][C:21]([CH2:24][C:25]([OH:27])=[O:26])=[CH:22][CH:23]=3)[C:3]3[CH2:16][CH2:15][CH2:14][C:4]=3[N:5]=2)=[CH:12][CH:11]=1. (5) Given the reactants [CH:1]([NH:4][C:5]1[N:10]=[C:9]([C:11]([OH:13])=O)[CH:8]=[C:7]([CH3:14])[N:6]=1)([CH3:3])[CH3:2].CCN(C(C)C)C(C)C.CN(C(ON1N=NC2C=CC=CC1=2)=[N+](C)C)C.[B-](F)(F)(F)F.[CH2:46]([O:53][C:54]1[C:63]([CH3:64])=[CH:62][C:57]([C:58]([NH:60][NH2:61])=O)=[CH:56][C:55]=1[CH2:65][CH3:66])[C:47]1[CH:52]=[CH:51][CH:50]=[CH:49][CH:48]=1.CC[N+](S(N=C(OC)[O-])(=O)=O)(CC)CC, predict the reaction product. The product is: [CH2:46]([O:53][C:54]1[C:63]([CH3:64])=[CH:62][C:57]([C:58]2[O:13][C:11]([C:9]3[CH:8]=[C:7]([CH3:14])[N:6]=[C:5]([NH:4][CH:1]([CH3:2])[CH3:3])[N:10]=3)=[N:61][N:60]=2)=[CH:56][C:55]=1[CH2:65][CH3:66])[C:47]1[CH:48]=[CH:49][CH:50]=[CH:51][CH:52]=1. (6) Given the reactants [OH:1][C:2]([CH3:41])([CH3:40])[CH2:3][CH2:4][O:5][C:6]1[CH:11]=[CH:10][C:9]([C:12]2[C:16]3[CH:17]=[C:18]([O:21][CH2:22][C:23]4[CH:28]=[CH:27][C:26]([C@@H:29]([C:36]#[C:37][CH3:38])[CH2:30][C:31]([O:33]CC)=[O:32])=[CH:25][CH:24]=4)[CH:19]=[CH:20][C:15]=3[S:14][CH:13]=2)=[C:8]([CH3:39])[CH:7]=1.[Li+].[OH-].Cl, predict the reaction product. The product is: [OH:1][C:2]([CH3:41])([CH3:40])[CH2:3][CH2:4][O:5][C:6]1[CH:11]=[CH:10][C:9]([C:12]2[C:16]3[CH:17]=[C:18]([O:21][CH2:22][C:23]4[CH:24]=[CH:25][C:26]([C@@H:29]([C:36]#[C:37][CH3:38])[CH2:30][C:31]([OH:33])=[O:32])=[CH:27][CH:28]=4)[CH:19]=[CH:20][C:15]=3[S:14][CH:13]=2)=[C:8]([CH3:39])[CH:7]=1.